Task: Predict which catalyst facilitates the given reaction.. Dataset: Catalyst prediction with 721,799 reactions and 888 catalyst types from USPTO (1) Reactant: [F:1][C:2]1[CH:3]=[C:4]([C:9]2[C:10](=[O:23])[N:11]([CH3:22])[C:12]([O:15][C:16]3[CH:21]=[CH:20][CH:19]=[CH:18][CH:17]=3)=[N:13][CH:14]=2)[CH:5]=[CH:6][C:7]=1[OH:8].Cl[C:25]1[C:34]2[C:29](=[CH:30][C:31]([O:37][CH2:38][CH2:39][CH2:40][N:41]3[CH2:46][CH2:45][O:44][CH2:43][CH2:42]3)=[C:32]([O:35][CH3:36])[CH:33]=2)[N:28]=[CH:27][CH:26]=1. Product: [F:1][C:2]1[CH:3]=[C:4]([C:9]2[C:10](=[O:23])[N:11]([CH3:22])[C:12]([O:15][C:16]3[CH:21]=[CH:20][CH:19]=[CH:18][CH:17]=3)=[N:13][CH:14]=2)[CH:5]=[CH:6][C:7]=1[O:8][C:25]1[C:34]2[C:29](=[CH:30][C:31]([O:37][CH2:38][CH2:39][CH2:40][N:41]3[CH2:42][CH2:43][O:44][CH2:45][CH2:46]3)=[C:32]([O:35][CH3:36])[CH:33]=2)[N:28]=[CH:27][CH:26]=1. The catalyst class is: 142. (2) Reactant: C(O[C:6](=[O:32])[NH:7][CH2:8][CH2:9][NH:10][C:11]([C:13]1[N:14]=[CH:15][C:16]2[C:17](=[O:31])[N:18]([CH2:24][C:25]3[CH:30]=[CH:29][CH:28]=[CH:27][CH:26]=3)[CH:19]=[CH:20][C:21]=2[C:22]=1[OH:23])=[O:12])(C)(C)C.[F:33][C:34]([F:39])([F:38])C(O)=O.C(N(CC)CC)C.FC(F)(F)C(OCC)=O. Product: [F:33][C:34]([F:39])([F:38])[C:6]([NH:7][CH2:8][CH2:9][NH:10][C:11]([C:13]1[N:14]=[CH:15][C:16]2[C:17](=[O:31])[N:18]([CH2:24][C:25]3[CH:26]=[CH:27][CH:28]=[CH:29][CH:30]=3)[CH:19]=[CH:20][C:21]=2[C:22]=1[OH:23])=[O:12])=[O:32]. The catalyst class is: 168. (3) Reactant: [C:1]1([C:20]2[CH:25]=[CH:24][CH:23]=[CH:22][CH:21]=2)[CH:6]=[CH:5][C:4]([CH2:7][N:8]2[CH:16]=[C:15]3[C:10]([N:11]=[C:12](Cl)[N:13]([CH3:18])[C:14]3=[O:17])=[N:9]2)=[CH:3][CH:2]=1.[NH2:26][C:27]([CH3:31])([CH3:30])[CH2:28][OH:29]. Product: [C:1]1([C:20]2[CH:25]=[CH:24][CH:23]=[CH:22][CH:21]=2)[CH:6]=[CH:5][C:4]([CH2:7][N:8]2[CH:16]=[C:15]3[C:10]([N:11]=[C:12]([NH:26][C:27]([CH3:31])([CH3:30])[CH2:28][OH:29])[N:13]([CH3:18])[C:14]3=[O:17])=[N:9]2)=[CH:3][CH:2]=1. The catalyst class is: 3. (4) The catalyst class is: 311. Reactant: Cl[CH2:2][CH2:3][O:4][C:5]1[CH:13]=[C:12]2[C:8]([C:9]([C:15]3[N:23]([S:24]([C:27]4[CH:32]=[CH:31][C:30]([CH3:33])=[CH:29][CH:28]=4)(=[O:26])=[O:25])[C:18]4=[N:19][CH:20]=[CH:21][CH:22]=[C:17]4[CH:16]=3)=[CH:10][N:11]2[CH3:14])=[CH:7][C:6]=1[O:34][CH3:35].[I-:36].[Na+].C1CCCCC1.C(OCC)(=O)C. Product: [I:36][CH2:2][CH2:3][O:4][C:5]1[CH:13]=[C:12]2[C:8]([C:9]([C:15]3[N:23]([S:24]([C:27]4[CH:32]=[CH:31][C:30]([CH3:33])=[CH:29][CH:28]=4)(=[O:26])=[O:25])[C:18]4=[N:19][CH:20]=[CH:21][CH:22]=[C:17]4[CH:16]=3)=[CH:10][N:11]2[CH3:14])=[CH:7][C:6]=1[O:34][CH3:35]. (5) Reactant: [Cl:1][C:2]1[CH:3]=[C:4]([CH:9]=[CH:10][C:11]=1[OH:12])[C:5]([O:7][CH3:8])=[O:6].[I:13]N1C(=O)CCC1=O.FC(F)(F)S(O)(=O)=O. Product: [Cl:1][C:2]1[CH:3]=[C:4]([CH:9]=[C:10]([I:13])[C:11]=1[OH:12])[C:5]([O:7][CH3:8])=[O:6]. The catalyst class is: 98. (6) Reactant: N1C=CC=CC=1.[OH:7][C:8]1[CH:17]=[CH:16][C:15]([O:18][C:19]2[CH:24]=[CH:23][C:22]([N+:25]([O-:27])=[O:26])=[C:21]([C:28]([O:30][CH3:31])=[O:29])[CH:20]=2)=[CH:14][C:9]=1[C:10]([O:12][CH3:13])=[O:11].[S:32](O[S:32]([C:35]([F:38])([F:37])[F:36])(=[O:34])=[O:33])([C:35]([F:38])([F:37])[F:36])(=[O:34])=[O:33].C(Cl)Cl. Product: [CH3:13][O:12][C:10]([C:9]1[CH:14]=[C:15]([CH:16]=[CH:17][C:8]=1[O:7][S:32]([C:35]([F:38])([F:37])[F:36])(=[O:34])=[O:33])[O:18][C:19]1[CH:24]=[CH:23][C:22]([N+:25]([O-:27])=[O:26])=[C:21]([CH:20]=1)[C:28]([O:30][CH3:31])=[O:29])=[O:11]. The catalyst class is: 161. (7) Reactant: Br[C:2]1[CH:3]=[C:4]([CH:8]2[O:13]CCCO2)[CH:5]=[CH:6][CH:7]=1.[CH:14]([N:17]1[CH2:22][CH2:21][NH:20][CH2:19][CH2:18]1)([CH3:16])[CH3:15].C(O[Na])(C)(C)C. Product: [CH:14]([N:17]1[CH2:22][CH2:21][N:20]([C:2]2[CH:3]=[C:4]([CH:5]=[CH:6][CH:7]=2)[CH:8]=[O:13])[CH2:19][CH2:18]1)([CH3:16])[CH3:15]. The catalyst class is: 733. (8) The catalyst class is: 18. Reactant: [CH2:1]([O:3][C:4]([CH:6]1[CH2:11][NH:10][C:9]2[CH:12]=[C:13]([Cl:18])[C:14]([O:16][CH3:17])=[CH:15][C:8]=2[O:7]1)=[O:5])[CH3:2].[C:19]([O-])([O-])=O.[K+].[K+].CI. Product: [CH2:1]([O:3][C:4]([CH:6]1[CH2:11][N:10]([CH3:19])[C:9]2[CH:12]=[C:13]([Cl:18])[C:14]([O:16][CH3:17])=[CH:15][C:8]=2[O:7]1)=[O:5])[CH3:2]. (9) Reactant: [NH2:1][C:2]1[S:3][CH:4]=[C:5]([CH3:9])[C:6]=1[C:7]#[N:8].[C:10]([O:16][CH2:17][CH3:18])(=[O:15])[CH2:11][C:12]([CH3:14])=O.Cl[Sn](Cl)(Cl)Cl. Product: [NH2:8][C:7]1[C:11]([C:10]([O:16][CH2:17][CH3:18])=[O:15])=[C:12]([CH3:14])[N:1]=[C:2]2[S:3][CH:4]=[C:5]([CH3:9])[C:6]=12. The catalyst class is: 11. (10) Reactant: Cl.[Cl:2][C:3]1[CH:4]=[C:5]([C:11]2([C:28]([F:31])([F:30])[F:29])[CH2:15][C:14]([C:16]3[CH:17]=[C:18]4[C:22](=[CH:23][CH:24]=3)[C:21]3([CH2:27][NH:26][CH2:25]3)[O:20][CH2:19]4)=[N:13][CH2:12]2)[CH:6]=[C:7]([Cl:10])[C:8]=1[F:9].CCN(C(C)C)C(C)C.[C:41](O)(=[O:45])[CH:42]([CH3:44])[CH3:43].C(P1(=O)OP(CCC)(=O)OP(CCC)(=O)O1)CC. Product: [Cl:10][C:7]1[CH:6]=[C:5]([C:11]2([C:28]([F:30])([F:29])[F:31])[CH2:15][C:14]([C:16]3[CH:17]=[C:18]4[C:22](=[CH:23][CH:24]=3)[C:21]3([CH2:25][N:26]([C:41](=[O:45])[CH:42]([CH3:44])[CH3:43])[CH2:27]3)[O:20][CH2:19]4)=[N:13][CH2:12]2)[CH:4]=[C:3]([Cl:2])[C:8]=1[F:9]. The catalyst class is: 1.